Dataset: Reaction yield outcomes from USPTO patents with 853,638 reactions. Task: Predict the reaction yield, written as a fraction of the theoretical maximum amount of product (1.0 means a 100% yield; for example, 0.34 means a 34% yield). (1) The reactants are [CH3:1][O:2][C:3]1[CH:11]=[C:10]2[C:6]([CH:7]=[C:8]([CH3:12])[NH:9]2)=[CH:5][CH:4]=1.C([O-])(O)=O.[Na+].[C:18](#[N:20])C. The catalyst is CN(C=O)C. The product is [CH3:1][O:2][C:3]1[CH:11]=[C:10]2[C:6]([C:7]([C:18]#[N:20])=[C:8]([CH3:12])[NH:9]2)=[CH:5][CH:4]=1. The yield is 0.810. (2) The reactants are Br[CH2:2][CH2:3][CH:4]=[CH2:5].[NH:6]1[CH2:11][CH2:10][CH2:9][CH2:8][CH2:7]1. No catalyst specified. The product is [N:6]1([CH2:7][CH2:8][CH:9]=[CH2:10])[CH2:11][CH2:5][CH2:4][CH2:3][CH2:2]1. The yield is 0.742.